This data is from Peptide-MHC class I binding affinity with 185,985 pairs from IEDB/IMGT. The task is: Regression. Given a peptide amino acid sequence and an MHC pseudo amino acid sequence, predict their binding affinity value. This is MHC class I binding data. (1) The MHC is H-2-Db with pseudo-sequence H-2-Db. The peptide sequence is LRLANLTEM. The binding affinity (normalized) is 0.418. (2) The peptide sequence is RGGRAFVTI. The MHC is HLA-B18:01 with pseudo-sequence HLA-B18:01. The binding affinity (normalized) is 0.804. (3) The peptide sequence is FLMRNAIQY. The MHC is HLA-A02:06 with pseudo-sequence HLA-A02:06. The binding affinity (normalized) is 0.286. (4) The binding affinity (normalized) is 0.0847. The MHC is HLA-B15:01 with pseudo-sequence HLA-B15:01. The peptide sequence is FRRRKRMGF. (5) The binding affinity (normalized) is 0.0237. The peptide sequence is AIDFLLRRW. The MHC is HLA-A24:02 with pseudo-sequence HLA-A24:02. (6) The peptide sequence is TSFQFYNV. The MHC is H-2-Db with pseudo-sequence H-2-Db. The binding affinity (normalized) is 0.172. (7) The peptide sequence is APPKGTEIF. The MHC is H-2-Ld with pseudo-sequence H-2-Ld. The binding affinity (normalized) is 0.0233. (8) The peptide sequence is LGHGVSIEW. The MHC is HLA-B57:02 with pseudo-sequence HLA-B57:02. The binding affinity (normalized) is 0.412. (9) The peptide sequence is WYWGPSLYSI. The MHC is H-2-Kd with pseudo-sequence H-2-Kd. The binding affinity (normalized) is 0.773.